Dataset: NCI-60 drug combinations with 297,098 pairs across 59 cell lines. Task: Regression. Given two drug SMILES strings and cell line genomic features, predict the synergy score measuring deviation from expected non-interaction effect. Drug 1: CC1=C(C=C(C=C1)NC2=NC=CC(=N2)N(C)C3=CC4=NN(C(=C4C=C3)C)C)S(=O)(=O)N.Cl. Drug 2: C#CCC(CC1=CN=C2C(=N1)C(=NC(=N2)N)N)C3=CC=C(C=C3)C(=O)NC(CCC(=O)O)C(=O)O. Cell line: KM12. Synergy scores: CSS=4.62, Synergy_ZIP=3.08, Synergy_Bliss=6.32, Synergy_Loewe=7.22, Synergy_HSA=7.24.